The task is: Predict the reactants needed to synthesize the given product.. This data is from Full USPTO retrosynthesis dataset with 1.9M reactions from patents (1976-2016). (1) The reactants are: [CH:1]([C:3]1[C:4]([F:13])=[C:5]([C:8]([O:11][CH3:12])=[CH:9][CH:10]=1)[C:6]#[N:7])=[CH2:2].C1C=C(Cl)C=C(C(OO)=[O:22])C=1. Given the product [F:13][C:4]1[C:3]([CH:1]2[CH2:2][O:22]2)=[CH:10][CH:9]=[C:8]([O:11][CH3:12])[C:5]=1[C:6]#[N:7], predict the reactants needed to synthesize it. (2) Given the product [CH2:1]([O:4][CH2:5][CH2:6][C:7]([O:9][CH3:10])=[O:8])[CH:2]=[CH2:3], predict the reactants needed to synthesize it. The reactants are: [CH2:1]([O:4][CH2:5][CH2:6][C:7]([OH:9])=[O:8])[CH:2]=[CH2:3].[C:10](=O)([O-])[O-].[K+].[K+].IC. (3) Given the product [CH3:1][N:2]1[CH2:7][CH2:6][N:5]([C:15]([O:17][C:18]([CH3:21])([CH3:20])[CH3:19])=[O:16])[CH2:4][CH2:3]1, predict the reactants needed to synthesize it. The reactants are: [CH3:1][N:2]1[CH2:7][CH2:6][NH:5][CH2:4][CH2:3]1.C(N(CC)CC)C.[C:15](O[C:15]([O:17][C:18]([CH3:21])([CH3:20])[CH3:19])=[O:16])([O:17][C:18]([CH3:21])([CH3:20])[CH3:19])=[O:16].O. (4) Given the product [NH2:10][C:11]1[C:37]([Br:38])=[CH:36][C:14]2[C:15]([C:31]([O:33][CH2:34][CH3:35])=[O:32])=[C:16]([C:3]3[CH:4]=[CH:5][C:6]([F:8])=[CH:7][C:2]=3[F:1])[O:17][C:13]=2[CH:12]=1, predict the reactants needed to synthesize it. The reactants are: [F:1][C:2]1[CH:7]=[C:6]([F:8])[CH:5]=[CH:4][C:3]=1I.[NH2:10][C:11]1[C:37]([Br:38])=[CH:36][C:14]2[C:15]([C:31]([O:33][CH2:34][CH3:35])=[O:32])=[C:16]([Sn](CCCC)(CCCC)CCCC)[O:17][C:13]=2[CH:12]=1. (5) Given the product [OH:13][CH2:12][CH2:11][C:5]1[C:4]2[C:8](=[CH:9][CH:10]=[C:2]([OH:1])[CH:3]=2)[NH:7][CH:6]=1, predict the reactants needed to synthesize it. The reactants are: [OH:1][C:2]1[CH:3]=[C:4]2[C:8](=[CH:9][CH:10]=1)[NH:7][CH:6]=[C:5]2[CH2:11][C:12](O)=[O:13].[H-].C([Al+]C(C)C)(C)C.[Na+].[Cl-]. (6) Given the product [Cl:14][CH:13]=[C:11]1[CH2:12][N:8]([C:6](=[O:7])[CH2:24][O:23][C:22]2[CH:21]=[CH:20][C:19]([Cl:18])=[CH:29][CH:28]=2)[C@H:9]([C:15]([N:41]2[CH2:40][CH2:39][N:38]([C:33]3[CH:34]=[CH:35][C:36]([Cl:37])=[C:31]([Cl:30])[CH:32]=3)[CH2:43][CH2:42]2)=[O:17])[CH2:10]1, predict the reactants needed to synthesize it. The reactants are: C(O[C:6]([N:8]1[CH2:12][C:11](=[CH:13][Cl:14])[CH2:10][C@H:9]1[C:15]([OH:17])=O)=[O:7])(C)(C)C.[Cl:18][C:19]1[CH:29]=[CH:28][C:22]([O:23][CH2:24]C(Cl)=O)=[CH:21][CH:20]=1.[Cl:30][C:31]1[CH:32]=[C:33]([N:38]2[CH2:43][CH2:42][NH:41][CH2:40][CH2:39]2)[CH:34]=[CH:35][C:36]=1[Cl:37].